This data is from Forward reaction prediction with 1.9M reactions from USPTO patents (1976-2016). The task is: Predict the product of the given reaction. Given the reactants [NH2:1][C:2]([CH3:53])([CH3:52])[CH2:3][CH2:4][CH2:5][O:6][C:7]1[CH:8]=[C:9]2[C:13](=[CH:14][CH:15]=1)[N:12]([CH3:16])[N:11]=[C:10]2[C:17]1[N:22]=[C:21]2[C:23]([C:45]([NH:47][C:48]([CH3:51])([CH3:50])[CH3:49])=[O:46])=[CH:24][N:25](C(C3C=CC=CC=3)(C3C=CC=CC=3)C3C=CC=CC=3)[C:20]2=[N:19][CH:18]=1.[F:54][C:55]([F:60])([F:59])[C:56]([OH:58])=[O:57], predict the reaction product. The product is: [F:54][C:55]([F:60])([F:59])[C:56]([OH:58])=[O:57].[NH2:1][C:2]([CH3:53])([CH3:52])[CH2:3][CH2:4][CH2:5][O:6][C:7]1[CH:8]=[C:9]2[C:13](=[CH:14][CH:15]=1)[N:12]([CH3:16])[N:11]=[C:10]2[C:17]1[N:22]=[C:21]2[C:23]([C:45]([NH:47][C:48]([CH3:51])([CH3:50])[CH3:49])=[O:46])=[CH:24][NH:25][C:20]2=[N:19][CH:18]=1.